From a dataset of Forward reaction prediction with 1.9M reactions from USPTO patents (1976-2016). Predict the product of the given reaction. (1) Given the reactants [C:1]([O:5][C:6]([N:8]1[CH2:13][CH2:12][N:11]([C:14]2C(=O)N(CC(C)C)N=C(C3C=CC(C)=C(F)C=3)C=2C)[CH2:10][CH2:9]1)=[O:7])([CH3:4])([CH3:3])[CH3:2].[CH:34]1([CH2:39][N:40]2[C:45](=[O:46])[C:44](COS(C)(=O)=O)=[CH:43][C:42]([C:53]3[CH:58]=[CH:57][C:56]([O:59][CH3:60])=[C:55]([F:61])[CH:54]=3)=[N:41]2)[CH2:38][CH2:37][CH2:36][CH2:35]1.N1(C(OC(C)(C)C)=O)CCNCC1, predict the reaction product. The product is: [C:1]([O:5][C:6]([N:8]1[CH2:13][CH2:12][N:11]([CH2:14][C:44]2[C:45](=[O:46])[N:40]([CH2:39][CH:34]3[CH2:35][CH2:36][CH2:37][CH2:38]3)[N:41]=[C:42]([C:53]3[CH:58]=[CH:57][C:56]([O:59][CH3:60])=[C:55]([F:61])[CH:54]=3)[CH:43]=2)[CH2:10][CH2:9]1)=[O:7])([CH3:4])([CH3:3])[CH3:2]. (2) Given the reactants [Cl:1][C:2]1[CH:7]=[CH:6][CH:5]=[C:4]([Cl:8])[C:3]=1[CH2:9][S:10]([C:13]1[CH:14]=[C:15]2[C:19](=[CH:20][CH:21]=1)[NH:18][C:17](=[O:22])/[C:16]/2=[CH:23]\[C:24]1[NH:28][C:27]([CH3:29])=[C:26]([CH2:30][C:31]([OH:33])=O)[C:25]=1[CH3:34])(=[O:12])=[O:11].[CH:35]1([N:38]([CH3:45])[CH2:39][C@@H:40]2[CH2:44][CH2:43][CH2:42][NH:41]2)[CH2:37][CH2:36]1.C1C=CC2N(O)N=NC=2C=1.CCN=C=NCCCN(C)C, predict the reaction product. The product is: [CH:35]1([N:38]([CH2:39][C@@H:40]2[CH2:44][CH2:43][CH2:42][N:41]2[C:31](=[O:33])[CH2:30][C:26]2[C:25]([CH3:34])=[C:24](/[CH:23]=[C:16]3\[C:17](=[O:22])[NH:18][C:19]4[C:15]\3=[CH:14][C:13]([S:10]([CH2:9][C:3]3[C:4]([Cl:8])=[CH:5][CH:6]=[CH:7][C:2]=3[Cl:1])(=[O:12])=[O:11])=[CH:21][CH:20]=4)[NH:28][C:27]=2[CH3:29])[CH3:45])[CH2:36][CH2:37]1. (3) Given the reactants [OH:1][C:2]1[CH:10]=[C:9]([I:11])[CH:8]=[CH:7][C:3]=1[C:4](O)=[O:5].C(Cl)(=O)C([Cl:15])=O.CN(C)C=O, predict the reaction product. The product is: [OH:1][C:2]1[CH:10]=[C:9]([I:11])[CH:8]=[CH:7][C:3]=1[C:4]([Cl:15])=[O:5]. (4) The product is: [CH3:1][C:2]1[CH:10]=[CH:9][CH:8]=[C:4]([C:5]([O:7][CH3:17])=[O:6])[C:3]=1[OH:11]. Given the reactants [CH3:1][C:2]1[CH:10]=[CH:9][CH:8]=[C:4]([C:5]([OH:7])=[O:6])[C:3]=1[OH:11].S(=O)(=O)(O)O.[CH3:17]O, predict the reaction product. (5) Given the reactants [F:1][C:2]([F:18])([F:17])[CH2:3][C:4]([NH:6][C:7]1[CH:12]=[CH:11][C:10]([O:13][CH3:14])=[CH:9][C:8]=1[CH:15]=O)=[O:5].C([O-])([O-])=O.[K+].[K+], predict the reaction product. The product is: [CH3:14][O:13][C:10]1[CH:9]=[C:8]2[C:7](=[CH:12][CH:11]=1)[NH:6][C:4](=[O:5])[C:3]([C:2]([F:18])([F:17])[F:1])=[CH:15]2. (6) Given the reactants [F:1][C:2]([F:33])([F:32])[CH2:3][C:4]1[CH:9]=[CH:8][C:7]([CH:10]2[CH2:15][N:14]([C:16](OC3C=CC([N+]([O-])=O)=CC=3)=[O:17])[CH2:13][CH:12]([C:28]([O:30][CH3:31])=[O:29])[CH2:11]2)=[CH:6][CH:5]=1.[OH:34][CH:35]1[CH2:40][CH2:39][NH:38][CH2:37][CH2:36]1.C(=O)([O-])[O-].[K+].[K+], predict the reaction product. The product is: [OH:34][CH:35]1[CH2:40][CH2:39][N:38]([C:16]([N:14]2[CH2:15][CH:10]([C:7]3[CH:6]=[CH:5][C:4]([CH2:3][C:2]([F:32])([F:33])[F:1])=[CH:9][CH:8]=3)[CH2:11][CH:12]([C:28]([O:30][CH3:31])=[O:29])[CH2:13]2)=[O:17])[CH2:37][CH2:36]1.